Task: Predict the reaction yield, written as a fraction of the theoretical maximum amount of product (1.0 means a 100% yield; for example, 0.34 means a 34% yield).. Dataset: Reaction yield outcomes from USPTO patents with 853,638 reactions The reactants are [Br-].[NH2:2][C:3](=[O:18])[CH2:4][N+:5]1[C:14]2[C:9](=[CH:10][CH:11]=[CH:12][CH:13]=2)[C:8]([CH:15]2[CH2:17][CH2:16]2)=[CH:7][CH:6]=1.[BH4-].[Na+].O. The catalyst is CO. The product is [CH:15]1([C:8]2[C:9]3[C:14](=[CH:13][CH:12]=[CH:11][CH:10]=3)[N:5]([CH2:4][C:3]([NH2:2])=[O:18])[CH2:6][CH:7]=2)[CH2:16][CH2:17]1. The yield is 0.748.